The task is: Predict the reactants needed to synthesize the given product.. This data is from Full USPTO retrosynthesis dataset with 1.9M reactions from patents (1976-2016). (1) Given the product [OH:1][C:2]1([C:14]([F:16])([F:15])[F:13])[CH2:5][N:4]([C:6]([O:8][C:9]([CH3:12])([CH3:11])[CH3:10])=[O:7])[CH2:3]1, predict the reactants needed to synthesize it. The reactants are: [O:1]=[C:2]1[CH2:5][N:4]([C:6]([O:8][C:9]([CH3:12])([CH3:11])[CH3:10])=[O:7])[CH2:3]1.[F:13][C:14]([Si](C)(C)C)([F:16])[F:15].[F-].C[N+](C)(C)C.[Cl-].[NH4+]. (2) Given the product [CH2:1]([C:5]1[CH:6]=[CH:7][C:8]([CH2:11][CH2:12][CH:13]=[O:14])=[CH:9][CH:10]=1)[CH:2]([CH3:4])[CH3:3], predict the reactants needed to synthesize it. The reactants are: [CH2:1]([C:5]1[CH:10]=[CH:9][C:8]([CH2:11][CH:12]=[CH:13][O:14]C)=[CH:7][CH:6]=1)[CH:2]([CH3:4])[CH3:3].C(C1C=CC(C=O)=CC=1)C(C)C.